This data is from Choline transporter screen with 302,306 compounds. The task is: Binary Classification. Given a drug SMILES string, predict its activity (active/inactive) in a high-throughput screening assay against a specified biological target. The drug is O1C(C(=O)N(CC(=O)NCCN2CCCC2)c2c1cccc2)CC. The result is 0 (inactive).